This data is from Full USPTO retrosynthesis dataset with 1.9M reactions from patents (1976-2016). The task is: Predict the reactants needed to synthesize the given product. (1) Given the product [NH2:18][C:11]1[CH:10]=[C:9]([CH:14]=[CH:13][C:12]=1[CH2:15][O:16][CH3:17])[C:8]([NH:7][C:4]1[CH:3]=[CH:2][C:1]([C:22]2[CH:27]=[CH:26][CH:25]=[CH:24][CH:23]=2)=[CH:6][CH:5]=1)=[O:21], predict the reactants needed to synthesize it. The reactants are: [C:1]1([C:22]2[CH:27]=[CH:26][CH:25]=[CH:24][CH:23]=2)[CH:6]=[CH:5][C:4]([NH:7][C:8](=[O:21])[C:9]2[CH:14]=[CH:13][C:12]([CH2:15][O:16][CH3:17])=[C:11]([N+:18]([O-])=O)[CH:10]=2)=[CH:3][CH:2]=1.C(=O)(O)[O-].[Na+].[Cl-].[Na+].O1CCCC1.C(OCC)(=O)C. (2) Given the product [S:8]1[CH:9]=[CH:10][N:11]=[C:7]1[C:13]([OH:14])([CH3:15])[CH3:12], predict the reactants needed to synthesize it. The reactants are: C([Li])CCC.Br[C:7]1[S:8][CH:9]=[CH:10][N:11]=1.[CH3:12][C:13]([CH3:15])=[O:14]. (3) Given the product [F:1][C:2]1[C:10]([C:11]([F:14])([F:13])[F:12])=[CH:9][CH:8]=[CH:7][C:3]=1[C:4]([N:23]([O:24][CH3:25])[CH3:22])=[O:5], predict the reactants needed to synthesize it. The reactants are: [F:1][C:2]1[C:10]([C:11]([F:14])([F:13])[F:12])=[CH:9][CH:8]=[CH:7][C:3]=1[C:4](Cl)=[O:5].N1C=CC=CC=1.Cl.[CH3:22][NH:23][O:24][CH3:25].O. (4) Given the product [CH2:1]([O:3][C:4](=[O:38])[CH2:5][C:6]1[CH:7]=[N:8][C:9]([O:36][CH3:37])=[C:10]([C:12]2[CH:17]=[CH:16][C:15]([C:18]([F:19])([F:21])[F:20])=[CH:14][C:13]=2[CH2:22][NH:23][CH2:24][CH3:25])[CH:11]=1)[CH3:2], predict the reactants needed to synthesize it. The reactants are: [CH2:1]([O:3][C:4](=[O:38])[CH2:5][C:6]1[CH:7]=[N:8][C:9]([O:36][CH3:37])=[C:10]([C:12]2[CH:17]=[CH:16][C:15]([C:18]([F:21])([F:20])[F:19])=[CH:14][C:13]=2[CH2:22][N:23](C(OCC2C=CC=CC=2)=O)[CH2:24][CH3:25])[CH:11]=1)[CH3:2].C([O-])=O.[NH4+].N#N. (5) The reactants are: [CH:1]1[CH:6]=[C:5]2[CH:7]=[CH:8][CH:9]=[C:10]([CH2:11][N:12]=[C:13]=[S:14])[C:4]2=[CH:3][CH:2]=1.[NH2:15][CH2:16][CH:17]1[CH2:22][CH2:21][NH:20][CH2:19][CH2:18]1.CO.C(Cl)(Cl)Cl. Given the product [C:10]1([CH2:11][NH:12][C:13]([NH:15][CH2:16][CH:17]2[CH2:22][CH2:21][NH:20][CH2:19][CH2:18]2)=[S:14])[C:4]2[C:5](=[CH:6][CH:1]=[CH:2][CH:3]=2)[CH:7]=[CH:8][CH:9]=1, predict the reactants needed to synthesize it. (6) Given the product [I:10][C:2]1[N:7]=[C:6]([O:8][CH3:9])[CH:5]=[CH:4][N:3]=1, predict the reactants needed to synthesize it. The reactants are: Cl[C:2]1[N:7]=[C:6]([O:8][CH3:9])[CH:5]=[CH:4][N:3]=1.[IH:10].C([O-])([O-])=O.[K+].[K+].S(S([O-])=O)([O-])(=O)=O.[Na+].[Na+]. (7) Given the product [CH2:1]([C:3]1[N:4]=[CH:5][C:6]([CH2:10][OH:11])=[CH:7][C:8]=1[F:9])[CH3:2], predict the reactants needed to synthesize it. The reactants are: [CH2:1]([C:3]1[C:8]([F:9])=[CH:7][C:6]([CH2:10][O:11]COC)=[CH:5][N:4]=1)[CH3:2].O.[OH-].[Na+].C(=O)([O-])O.[Na+].